From a dataset of Forward reaction prediction with 1.9M reactions from USPTO patents (1976-2016). Predict the product of the given reaction. (1) Given the reactants Cl[C:2]1[N:7]=[CH:6][N:5]=[C:4]([NH:8][CH2:9][C:10]2[CH:15]=[CH:14][N:13]=[CH:12][CH:11]=2)[CH:3]=1.[N+:16]([C:19]1[CH:25]=[CH:24][CH:23]=[CH:22][C:20]=1[NH2:21])([O-:18])=[O:17].CC1(C)C2C(=C(P(C3C=CC=CC=3)C3C=CC=CC=3)C=CC=2)OC2C(P(C3C=CC=CC=3)C3C=CC=CC=3)=CC=CC1=2.C([O-])([O-])=O.[Cs+].[Cs+], predict the reaction product. The product is: [N+:16]([C:19]1[CH:25]=[CH:24][CH:23]=[CH:22][C:20]=1[NH:21][C:2]1[CH:3]=[C:4]([NH:8][CH2:9][C:10]2[CH:15]=[CH:14][N:13]=[CH:12][CH:11]=2)[N:5]=[CH:6][N:7]=1)([O-:18])=[O:17]. (2) Given the reactants [F:1][C:2]([F:18])([F:17])[C:3]1[CH:8]=[CH:7][CH:6]=[CH:5][C:4]=1[C:9]1[CH:14]=[CH:13][C:12]([CH:15]=O)=[CH:11][CH:10]=1.[NH2:19][CH2:20][CH:21]([C:23]1[CH:28]=[CH:27][CH:26]=[CH:25][CH:24]=1)[OH:22].[BH-](OC(C)=O)(OC(C)=O)OC(C)=O.[Na+], predict the reaction product. The product is: [F:1][C:2]([F:18])([F:17])[C:3]1[CH:8]=[CH:7][CH:6]=[CH:5][C:4]=1[C:9]1[CH:14]=[CH:13][C:12]([CH2:15][NH:19][CH2:20][CH:21]([C:23]2[CH:28]=[CH:27][CH:26]=[CH:25][CH:24]=2)[OH:22])=[CH:11][CH:10]=1. (3) Given the reactants [C:1]([NH:8][C@H:9]([C:21]([OH:23])=[O:22])[CH2:10][C:11]1[C:19]2[C:14](=[CH:15][CH:16]=[C:17]([OH:20])[CH:18]=2)[NH:13][CH:12]=1)([O:3][C:4]([CH3:7])([CH3:6])[CH3:5])=[O:2].IC.[CH3:26]COC(C)=O, predict the reaction product. The product is: [CH3:26][O:22][C:21](=[O:23])[C@@H:9]([NH:8][C:1]([O:3][C:4]([CH3:5])([CH3:7])[CH3:6])=[O:2])[CH2:10][C:11]1[C:19]2[C:14](=[CH:15][CH:16]=[C:17]([OH:20])[CH:18]=2)[NH:13][CH:12]=1. (4) Given the reactants [CH3:1][O:2][C:3]1[CH:22]=[CH:21][C:6]([O:7][C:8]2[S:9][C:10]([C:13]3[CH:17]=[C:16]([CH:18]([NH2:20])[CH3:19])[O:15][N:14]=3)=[CH:11][N:12]=2)=[CH:5][CH:4]=1.C(N(CC)CC)C.[C:30](OC(=O)C)(=[O:32])[CH3:31], predict the reaction product. The product is: [CH3:1][O:2][C:3]1[CH:22]=[CH:21][C:6]([O:7][C:8]2[S:9][C:10]([C:13]3[CH:17]=[C:16]([CH:18]([NH:20][C:30](=[O:32])[CH3:31])[CH3:19])[O:15][N:14]=3)=[CH:11][N:12]=2)=[CH:5][CH:4]=1.